This data is from Forward reaction prediction with 1.9M reactions from USPTO patents (1976-2016). The task is: Predict the product of the given reaction. (1) Given the reactants [CH2:1]([C:5]1[N:6]=[C:7]([CH3:27])[NH:8][C:9](=[O:26])[C:10]=1[CH2:11][C:12]1[CH:17]=[CH:16][C:15]([C:18]2[C:19]([C:24]#[N:25])=[CH:20][CH:21]=[CH:22][CH:23]=2)=[CH:14][CH:13]=1)[CH2:2][CH2:3][CH3:4].C(=O)([O-])[O-].[K+].[K+].Br[CH2:35][C:36]1[CH:41]=[CH:40][CH:39]=[CH:38][C:37]=1[F:42].CN(C)C=O, predict the reaction product. The product is: [CH2:1]([C:5]1[N:6]=[C:7]([CH3:27])[N:8]([CH2:35][C:36]2[CH:41]=[CH:40][CH:39]=[CH:38][C:37]=2[F:42])[C:9](=[O:26])[C:10]=1[CH2:11][C:12]1[CH:17]=[CH:16][C:15]([C:18]2[C:19]([C:24]#[N:25])=[CH:20][CH:21]=[CH:22][CH:23]=2)=[CH:14][CH:13]=1)[CH2:2][CH2:3][CH3:4]. (2) Given the reactants C[C:2]1[C:7]([Cl:8])=[CH:6][C:5]([OH:9])=[C:4]([NH2:10])[C:3]=1[Br:11].[CH2:12](C(CC)(CC)C([O-])([O-])[O-])[CH3:13].C1(C)C=CC(S(O)(=O)=O)=CC=1, predict the reaction product. The product is: [Br:11][C:3]1[C:4]2[N:10]=[C:12]([CH3:13])[O:9][C:5]=2[CH:6]=[C:7]([Cl:8])[CH:2]=1. (3) Given the reactants [F:1][C:2]1[CH:3]=[C:4]([CH:8]=[CH:9][C:10]=1[NH:11][CH:12]([C:17]1[CH:21]=[C:20]([C:22]2[CH:27]=[CH:26][CH:25]=[CH:24][CH:23]=2)[O:19][C:18]=1[CH3:28])[CH2:13][CH:14]([CH3:16])[CH3:15])C(O)=O.[CH3:29][NH:30][CH2:31][CH2:32][C:33]([O:35]CC)=[O:34].Cl.C(N=C=NCCCN(C)C)C.O.[OH:51][C:52]1C2N=NNC=2C=CC=1, predict the reaction product. The product is: [F:1][C:2]1[CH:3]=[C:4]([C:52]([N:30]([CH3:29])[CH2:31][CH2:32][C:33]([OH:35])=[O:34])=[O:51])[CH:8]=[CH:9][C:10]=1[NH:11][CH:12]([C:17]1[CH:21]=[C:20]([C:22]2[CH:23]=[CH:24][CH:25]=[CH:26][CH:27]=2)[O:19][C:18]=1[CH3:28])[CH2:13][CH:14]([CH3:16])[CH3:15]. (4) Given the reactants [Cl:1][C:2]1[CH:7]=[CH:6][C:5]([S:8]([NH:11][C@@H:12]2[CH2:18][C:17]([F:20])([F:19])[CH2:16][CH2:15][NH:14][C:13]2=[O:21])(=[O:10])=[O:9])=[CH:4][CH:3]=1.Br[CH2:23][C:24]1[CH:29]=[CH:28][C:27]([CH:30]([F:32])[F:31])=[CH:26][CH:25]=1, predict the reaction product. The product is: [Cl:1][C:2]1[CH:7]=[CH:6][C:5]([S:8]([N:11]([CH2:23][C:24]2[CH:29]=[CH:28][C:27]([CH:30]([F:32])[F:31])=[CH:26][CH:25]=2)[C@@H:12]2[CH2:18][C:17]([F:19])([F:20])[CH2:16][CH2:15][NH:14][C:13]2=[O:21])(=[O:9])=[O:10])=[CH:4][CH:3]=1. (5) Given the reactants [CH2:1]([NH:3][C:4]([NH:6][C:7]1[CH:12]=[CH:11][C:10]([C:13]2[N:14]=[C:15]([N:28]3[CH2:33][CH2:32][O:31][CH2:30][CH2:29]3)[C:16]3[CH2:25][CH2:24][N:23]4[C@@H:18]([CH2:19][CH2:20][CH2:21][C:22]4=[O:26])[C:17]=3[N:27]=2)=[CH:9][CH:8]=1)=[O:5])[CH3:2].C(OC(=O)CCCC1C2N=C(C3C=CC(NC(NCC)=O)=CC=3)N=C(N3CCOCC3)C=2CCN1C(OC(C)(C)C)=O)C.Cl.C1(C)C=CC=CC=1.C(N(CC)C(C)C)(C)C, predict the reaction product. The product is: [CH2:1]([NH:3][C:4]([NH:6][C:7]1[CH:12]=[CH:11][C:10]([C:13]2[N:14]=[C:15]([N:28]3[CH2:29][CH2:30][O:31][CH2:32][CH2:33]3)[C:16]3[CH2:25][CH2:24][N:23]4[C@H:18]([CH2:19][CH2:20][CH2:21][C:22]4=[O:26])[C:17]=3[N:27]=2)=[CH:9][CH:8]=1)=[O:5])[CH3:2]. (6) Given the reactants [Br:1][C:2]1[C:6]([CH3:7])=[C:5](I)[S:4][C:3]=1[CH:9]1[O:13][CH2:12][CH2:11][O:10]1.[CH3:14][O:15][C:16]1[CH:21]=[CH:20][C:19](B(O)O)=[CH:18][CH:17]=1.C([O-])([O-])=O.[K+].[K+].C(OCC)(=O)C.CCCCCC, predict the reaction product. The product is: [Br:1][C:2]1[C:6]([CH3:7])=[C:5]([C:19]2[CH:20]=[CH:21][C:16]([O:15][CH3:14])=[CH:17][CH:18]=2)[S:4][C:3]=1[CH:9]1[O:13][CH2:12][CH2:11][O:10]1. (7) Given the reactants O=[C:2]1[CH2:5][C:4]2([CH2:10][CH2:9][N:8](C(OC(C)(C)C)=O)[CH2:7][CH2:6]2)[CH2:3]1.[F:18][C:19]1[CH:20]=[C:21]([Mg]Br)[CH:22]=[C:23]([CH3:25])[CH:24]=1.C([SiH](CC)CC)C.FC(F)(F)C(O)=O.C(Cl)[Cl:43], predict the reaction product. The product is: [ClH:43].[F:18][C:19]1[CH:20]=[C:21]([CH:2]2[CH2:3][C:4]3([CH2:6][CH2:7][NH:8][CH2:9][CH2:10]3)[CH2:5]2)[CH:22]=[C:23]([CH3:25])[CH:24]=1. (8) Given the reactants [NH2:1][C:2](=[O:33])[CH2:3][N:4]([CH3:32])[C:5]([C:7]1[CH:15]=[C:14]2[C:10]([C:11]([S:30][CH3:31])=[CH:12][N:13]2[C:16]2[N:21]=[CH:20][C:19]([C:22]3[CH:27]=[C:26]([O:28][CH3:29])[CH:25]=[CH:24][N:23]=3)=[CH:18][N:17]=2)=[CH:9][CH:8]=1)=[O:6].ClC1C=C(C=CC=1)C(OO)=[O:39], predict the reaction product. The product is: [NH2:1][C:2](=[O:33])[CH2:3][N:4]([CH3:32])[C:5]([C:7]1[CH:15]=[C:14]2[C:10]([C:11]([S:30]([CH3:31])=[O:39])=[CH:12][N:13]2[C:16]2[N:17]=[CH:18][C:19]([C:22]3[CH:27]=[C:26]([O:28][CH3:29])[CH:25]=[CH:24][N:23]=3)=[CH:20][N:21]=2)=[CH:9][CH:8]=1)=[O:6].